Dataset: Peptide-MHC class II binding affinity with 134,281 pairs from IEDB. Task: Regression. Given a peptide amino acid sequence and an MHC pseudo amino acid sequence, predict their binding affinity value. This is MHC class II binding data. (1) The peptide sequence is EGGNIYTKKEAFNVE. The MHC is HLA-DQA10101-DQB10501 with pseudo-sequence HLA-DQA10101-DQB10501. The binding affinity (normalized) is 0.126. (2) The peptide sequence is LIKTLQSKLSRNFTK. The MHC is H-2-IAb with pseudo-sequence H-2-IAb. The binding affinity (normalized) is 0. (3) The peptide sequence is LFAAFPSFAGLRPTF. The MHC is HLA-DPA10103-DPB10401 with pseudo-sequence HLA-DPA10103-DPB10401. The binding affinity (normalized) is 0.448. (4) The peptide sequence is YRSLQPEEFAVVDLS. The MHC is DRB1_0802 with pseudo-sequence DRB1_0802. The binding affinity (normalized) is 0.0943. (5) The peptide sequence is CKDIKLSDISLKLTS. The MHC is DRB3_0202 with pseudo-sequence DRB3_0202. The binding affinity (normalized) is 0.434.